Dataset: Full USPTO retrosynthesis dataset with 1.9M reactions from patents (1976-2016). Task: Predict the reactants needed to synthesize the given product. (1) Given the product [CH3:1][C:2]([CH3:11])=[CH:3][C:5]1[CH:10]=[CH:9][CH:8]=[CH:7][N:6]=1, predict the reactants needed to synthesize it. The reactants are: [CH3:1][CH:2]([CH3:11])[CH:3]([C:5]1[CH:10]=[CH:9][CH:8]=[CH:7][N:6]=1)O.O=S(Cl)Cl. (2) Given the product [C:1]([C:5]1[NH:9][C:8]([C:10]([OH:12])=[O:11])=[C:7]([N+:14]([O-:16])=[O:15])[CH:6]=1)([CH3:4])([CH3:2])[CH3:3], predict the reactants needed to synthesize it. The reactants are: [C:1]([C:5]1[NH:9][C:8]([C:10]([O:12]C)=[O:11])=[C:7]([N+:14]([O-:16])=[O:15])[CH:6]=1)([CH3:4])([CH3:3])[CH3:2].Cl.